Dataset: Catalyst prediction with 721,799 reactions and 888 catalyst types from USPTO. Task: Predict which catalyst facilitates the given reaction. (1) Reactant: [O:1]=[C:2]1[C:10]2[C:5](=[CH:6][CH:7]=[CH:8][CH:9]=2)[C:4](=[O:11])[N:3]1[CH2:12][C@H:13]([NH:26][C:27](=O)[O:28]C(C)(C)C)[C:14]1[CH:19]=[CH:18][C:17]([O:20][CH2:21][C@@H:22]([CH3:25])[CH2:23][CH3:24])=[CH:16][CH:15]=1.FC(F)(F)C(O)=O.[S:41]1[CH:45]=[CH:44][CH:43]=[C:42]1[CH:46]1[CH2:48][CH:47]1C(Cl)=O.C(N(CC)CC)C. Product: [O:1]=[C:2]1[C:10]2[C:5](=[CH:6][CH:7]=[CH:8][CH:9]=2)[C:4](=[O:11])[N:3]1[CH2:12][C@H:13]([NH:26][C:27]([C@H:47]1[CH2:48][C@@H:46]1[C:42]1[S:41][CH:45]=[CH:44][CH:43]=1)=[O:28])[C:14]1[CH:19]=[CH:18][C:17]([O:20][CH2:21][C@@H:22]([CH3:25])[CH2:23][CH3:24])=[CH:16][CH:15]=1. The catalyst class is: 4. (2) Reactant: P(N=[N+]=[N-])(=O)(OC1C=CC=CC=1)[O:2]C1C=CC=CC=1.C([N:22]([CH2:25][CH3:26])[CH2:23]C)C.[CH3:27][C:28]1[O:32][N:31]=CC=1C(O)=O.[C:36]([OH:40])([CH3:39])([CH3:38])[CH3:37]. Product: [CH3:27][C:28]1[O:32][N:31]=[CH:26][C:25]=1[NH:22][C:23](=[O:2])[O:40][C:36]([CH3:39])([CH3:38])[CH3:37]. The catalyst class is: 250. (3) Reactant: [CH3:1][C:2]1[C:7]([C:8]#[N:9])=[CH:6][CH:5]=[C:4]([NH2:10])[N:3]=1.C(N(CC)CC)C.[C:18](O[C:18]([O:20][C:21]([CH3:24])([CH3:23])[CH3:22])=[O:19])([O:20][C:21]([CH3:24])([CH3:23])[CH3:22])=[O:19]. Product: [CH3:1][C:2]1[C:7]([C:8]#[N:9])=[CH:6][CH:5]=[C:4]([NH:10][C:18]([O:20][C:21]([CH3:24])([CH3:23])[CH3:22])=[O:19])[N:3]=1. The catalyst class is: 4. (4) Reactant: F[C:2]1[N:9]=[CH:8][CH:7]=[CH:6][C:3]=1[CH:4]=O.C(=O)(O)O.[NH2:14][C:15]([NH2:17])=[NH:16].C([O-])([O-])=O.[K+].[K+]. Product: [N:14]1[C:2]2[N:9]=[CH:8][CH:7]=[CH:6][C:3]=2[CH:4]=[N:16][C:15]=1[NH2:17]. The catalyst class is: 23. (5) Reactant: [NH2:1][C:2]1[CH:7]=[CH:6][C:5]([C@@H:8]2[CH2:10][C@H:9]2[N:11]([CH2:19][CH:20]2[CH2:22][CH2:21]2)[C:12](=[O:18])[O:13][C:14]([CH3:17])([CH3:16])[CH3:15])=[CH:4][CH:3]=1.[NH:23]1[CH:27]=[C:26]([C:28](O)=[O:29])[CH:25]=[N:24]1.Cl.C(N=C=NCCCN(C)C)C.ON1C2C=CC=CC=2N=N1.C(N(C(C)C)CC)(C)C.C(=O)([O-])O.[Na+]. Product: [CH:20]1([CH2:19][N:11]([C@@H:9]2[CH2:10][C@H:8]2[C:5]2[CH:6]=[CH:7][C:2]([NH:1][C:28]([C:26]3[CH:27]=[N:23][NH:24][CH:25]=3)=[O:29])=[CH:3][CH:4]=2)[C:12](=[O:18])[O:13][C:14]([CH3:17])([CH3:16])[CH3:15])[CH2:22][CH2:21]1. The catalyst class is: 3. (6) Reactant: [C:1](/[CH:3]=[CH:4]/[S:5]([C:8]1[CH:13]=[CH:12][C:11]([C:14]([CH3:19])([CH3:18])[C:15]([OH:17])=O)=[CH:10][CH:9]=1)(=[O:7])=[O:6])#[N:2].[CH2:20]([CH2:22][NH2:23])[OH:21].Cl.CN(C)CCCN=C=NCC.ON1C2C=CC=CC=2N=N1.C(=O)(O)[O-].[Na+]. Product: [C:1](/[CH:3]=[CH:4]/[S:5]([C:8]1[CH:9]=[CH:10][C:11]([C:14]([CH3:19])([CH3:18])[C:15]([NH:23][CH2:22][CH2:20][OH:21])=[O:17])=[CH:12][CH:13]=1)(=[O:6])=[O:7])#[N:2]. The catalyst class is: 7. (7) Reactant: [CH3:1][NH:2][CH2:3][CH2:4][OH:5].[O-2].[Mg+2].[Cl:8][C:9]1[S:13][C:12]([S:14](Cl)(=[O:16])=[O:15])=[CH:11][C:10]=1[N+:18]([O-:20])=[O:19]. Product: [OH:5][CH2:4][CH2:3][N:2]([CH3:1])[S:14]([C:12]1[S:13][C:9]([Cl:8])=[C:10]([N+:18]([O-:20])=[O:19])[CH:11]=1)(=[O:16])=[O:15]. The catalyst class is: 20. (8) Reactant: [Cl:1][C:2]1[CH:7]=[CH:6][C:5]([N:8]2[C:16]([CH:17]([CH:21]3[CH2:26][CH2:25][CH2:24][CH2:23][CH2:22]3)[C:18](O)=[O:19])=[C:15]3[C:10]([CH2:11][CH2:12][CH2:13][CH2:14]3)=[N:9]2)=[CH:4][CH:3]=1.[C:27]([O:31][C:32](=[O:43])[CH2:33][CH2:34][C:35]1[CH:40]=[CH:39][C:38]([NH2:41])=[C:37]([F:42])[CH:36]=1)([CH3:30])([CH3:29])[CH3:28].CCN(C(C)C)C(C)C.CN(C(ON1N=NC2C=CC=NC1=2)=[N+](C)C)C.F[P-](F)(F)(F)(F)F. Product: [C:27]([O:31][C:32](=[O:43])[CH2:33][CH2:34][C:35]1[CH:40]=[CH:39][C:38]([NH:41][C:18](=[O:19])[CH:17]([C:16]2[N:8]([C:5]3[CH:4]=[CH:3][C:2]([Cl:1])=[CH:7][CH:6]=3)[N:9]=[C:10]3[C:15]=2[CH2:14][CH2:13][CH2:12][CH2:11]3)[CH:21]2[CH2:22][CH2:23][CH2:24][CH2:25][CH2:26]2)=[C:37]([F:42])[CH:36]=1)([CH3:30])([CH3:28])[CH3:29]. The catalyst class is: 3. (9) Reactant: [H-].[Na+].[CH3:3][C:4]1[N:5]=[C:6]([C:11]2[CH:16]=[CH:15][C:14]([C:17]([F:20])([F:19])[F:18])=[CH:13][CH:12]=2)[S:7][C:8]=1[CH2:9][OH:10].[CH3:21][O:22][C:23](=[O:32])[C:24]1[CH:29]=[CH:28][C:27](CBr)=[CH:26][CH:25]=1.[CH2:33]1COCC1. Product: [CH3:21][O:22][C:23](=[O:32])[C:24]1[CH:25]=[CH:26][C:27]([CH:9]([C:8]2[S:7][C:6]([C:11]3[CH:12]=[CH:13][C:14]([C:17]([F:20])([F:18])[F:19])=[CH:15][CH:16]=3)=[N:5][C:4]=2[CH3:3])[O:10][CH3:33])=[CH:28][CH:29]=1. The catalyst class is: 13. (10) Reactant: C([N:8]1[CH2:13][CH:12]=[C:11]([C:14]2[CH:19]=[CH:18][C:17]([CH2:20][CH2:21][CH2:22][CH3:23])=[CH:16][CH:15]=2)[CH2:10][CH2:9]1)C1C=CC=CC=1.C([O-])=O.[NH4+]. Product: [CH2:20]([C:17]1[CH:18]=[CH:19][C:14]([CH:11]2[CH2:10][CH2:9][NH:8][CH2:13][CH2:12]2)=[CH:15][CH:16]=1)[CH2:21][CH2:22][CH3:23]. The catalyst class is: 19.